Dataset: Forward reaction prediction with 1.9M reactions from USPTO patents (1976-2016). Task: Predict the product of the given reaction. (1) Given the reactants [CH3:1][O:2][C:3]([C:5]1[S:6][C:7]([Br:19])=[CH:8][C:9]=1[NH:10][CH:11]1[CH2:16][O:15][C:14]([CH3:18])([CH3:17])[O:13][CH2:12]1)=[O:4].N1[CH:25]=[CH:24][CH:23]=[CH:22][CH:21]=1.[CH3:26]O.C([O:31][CH2:32][CH3:33])(=O)C, predict the reaction product. The product is: [CH3:1][O:2][C:3]([C:5]1[S:6][C:7]([Br:19])=[CH:8][C:9]=1[N:10]([CH:11]1[CH2:16][O:15][C:14]([CH3:17])([CH3:18])[O:13][CH2:12]1)[C:32]([C@H:33]1[CH2:25][CH2:24][C@H:23]([CH3:26])[CH2:22][CH2:21]1)=[O:31])=[O:4]. (2) Given the reactants [F:1][C:2]1[CH:3]=[CH:4][C:5]2[NH:6][C:7]3[C:12]([C:13]=2[CH:14]=1)=[CH:11][CH:10]=[CH:9][CH:8]=3.[Cl:15]N1C(=O)CCC1=O, predict the reaction product. The product is: [Cl:15][C:10]1[CH:9]=[CH:8][C:7]2[NH:6][C:5]3[C:13]([C:12]=2[CH:11]=1)=[CH:14][C:2]([F:1])=[CH:3][CH:4]=3.